Predict the reaction yield, written as a fraction of the theoretical maximum amount of product (1.0 means a 100% yield; for example, 0.34 means a 34% yield). From a dataset of Reaction yield outcomes from USPTO patents with 853,638 reactions. (1) The reactants are [Cl:1][CH2:2][C:3]1[CH:11]=[CH:10][C:6]([C:7](Cl)=[O:8])=[CH:5][CH:4]=1.C(N(CC)CC)C.[CH:19]1([NH2:25])[CH2:24][CH2:23][CH2:22][CH2:21][CH2:20]1. The catalyst is C(Cl)Cl.Cl. The product is [Cl:1][CH2:2][C:3]1[CH:11]=[CH:10][C:6]([C:7]([NH:25][CH:19]2[CH2:24][CH2:23][CH2:22][CH2:21][CH2:20]2)=[O:8])=[CH:5][CH:4]=1. The yield is 0.950. (2) The reactants are [C:1]([O:5][C:6](=[O:27])[NH:7][C:8]1[CH:13]=[CH:12][CH:11]=[CH:10][C:9]=1[NH:14][C:15](=[O:26])[C:16]1[CH:21]=[CH:20][C:19]([CH:22]([NH2:25])[CH2:23][OH:24])=[CH:18][CH:17]=1)([CH3:4])([CH3:3])[CH3:2].[CH3:28][O:29][C:30]1[CH:31]=[C:32]([CH:36]=[CH:37][C:38]=1[O:39][CH3:40])[C:33](Cl)=[O:34].CCN(CC)CC.[NH4+].[Cl-]. The catalyst is C(Cl)Cl. The product is [C:1]([O:5][C:6](=[O:27])[NH:7][C:8]1[CH:13]=[CH:12][CH:11]=[CH:10][C:9]=1[NH:14][C:15](=[O:26])[C:16]1[CH:17]=[CH:18][C:19]([CH:22]([NH:25][C:33](=[O:34])[C:32]2[CH:36]=[CH:37][C:38]([O:39][CH3:40])=[C:30]([O:29][CH3:28])[CH:31]=2)[CH2:23][OH:24])=[CH:20][CH:21]=1)([CH3:4])([CH3:2])[CH3:3]. The yield is 7.10. (3) The reactants are [H-].[Na+].[CH3:3][C:4]([O:7][C:8]([NH:10][C@H:11]([C:15]([OH:17])=[O:16])[CH2:12][CH2:13][OH:14])=[O:9])([CH3:6])[CH3:5].[CH2:18](Br)[CH:19]=[CH2:20]. The catalyst is CN(C=O)C. The product is [CH2:20]([O:14][CH2:13][CH2:12][C@H:11]([NH:10][C:8]([O:7][C:4]([CH3:3])([CH3:5])[CH3:6])=[O:9])[C:15]([OH:17])=[O:16])[CH:19]=[CH2:18]. The yield is 0.930.